From a dataset of Peptide-MHC class I binding affinity with 185,985 pairs from IEDB/IMGT. Regression. Given a peptide amino acid sequence and an MHC pseudo amino acid sequence, predict their binding affinity value. This is MHC class I binding data. (1) The peptide sequence is NYGQVVAAL. The MHC is HLA-A02:02 with pseudo-sequence HLA-A02:02. The binding affinity (normalized) is 0.0575. (2) The peptide sequence is PTNDHIPVV. The MHC is HLA-A02:03 with pseudo-sequence HLA-A02:03. The binding affinity (normalized) is 0.204. (3) The peptide sequence is YGSWFGLIY. The MHC is HLA-A02:03 with pseudo-sequence HLA-A02:03. The binding affinity (normalized) is 0.0847. (4) The peptide sequence is RLRAEAQVK. The MHC is HLA-B40:02 with pseudo-sequence HLA-B40:02. The binding affinity (normalized) is 0. (5) The peptide sequence is RADEEQQQA. The MHC is HLA-A02:03 with pseudo-sequence HLA-A02:03. The binding affinity (normalized) is 0. (6) The peptide sequence is EDIAMGYVV. The MHC is HLA-B40:01 with pseudo-sequence HLA-B40:01. The binding affinity (normalized) is 0.00904.